Dataset: Forward reaction prediction with 1.9M reactions from USPTO patents (1976-2016). Task: Predict the product of the given reaction. (1) Given the reactants [NH2:1][C:2]1[N:7]=[C:6](S(C)=O)[C:5]([C:11]2[CH:12]=[CH:13][C:14](=[O:20])[N:15]([CH:17]([CH3:19])[CH3:18])[N:16]=2)=[C:4]([C:21]2[CH:26]=[CH:25][CH:24]=[CH:23][CH:22]=2)[N:3]=1.C(N)[C:28]1[CH:33]=[CH:32][CH:31]=[CH:30][CH:29]=1.O.C[N:37](C)C(=O)C, predict the reaction product. The product is: [NH2:1][C:2]1[N:7]=[C:6]([NH:37][C:28]2[CH:33]=[CH:32][CH:31]=[CH:30][CH:29]=2)[C:5]([C:11]2[CH:12]=[CH:13][C:14](=[O:20])[N:15]([CH:17]([CH3:19])[CH3:18])[N:16]=2)=[C:4]([C:21]2[CH:26]=[CH:25][CH:24]=[CH:23][CH:22]=2)[N:3]=1. (2) Given the reactants Cl.O[CH:3]1[O:11][C@H:10]([CH2:12][OH:13])[C@@H:8]([OH:9])[C@H:6]([OH:7])[C@H:4]1[NH2:5].[S-:14][C:15]#[N:16].[NH4+], predict the reaction product. The product is: [SH:14][C:15]1[NH:16][CH:3]=[C:4]([C@@H:6]([OH:7])[C@H:8]([OH:9])[C@H:10]([OH:11])[CH2:12][OH:13])[N:5]=1. (3) Given the reactants [C:1]([C:5]1[CH:9]=[C:8]([NH:10][C:11]([NH:13][C:14]2[C:23]3[C:18](=[CH:19][CH:20]=[CH:21][CH:22]=3)[C:17]([O:24][C:25]3[CH:30]=[CH:29][N:28]=[C:27](Cl)[N:26]=3)=[CH:16][CH:15]=2)=[O:12])[N:7]([C:32]2[CH:37]=[CH:36][C:35]([P:38]([CH3:41])([CH3:40])=[O:39])=[CH:34][CH:33]=2)[N:6]=1)([CH3:4])([CH3:3])[CH3:2].[CH3:42][NH:43][C:44]1[CH:49]=[CH:48][CH:47]=[CH:46][CH:45]=1.CN(C=O)C, predict the reaction product. The product is: [C:1]([C:5]1[CH:9]=[C:8]([NH:10][C:11]([NH:13][C:14]2[C:23]3[C:18](=[CH:19][CH:20]=[CH:21][CH:22]=3)[C:17]([O:24][C:25]3[CH:30]=[CH:29][N:28]=[C:27]([N:43]([CH3:42])[C:44]4[CH:49]=[CH:48][CH:47]=[CH:46][CH:45]=4)[N:26]=3)=[CH:16][CH:15]=2)=[O:12])[N:7]([C:32]2[CH:37]=[CH:36][C:35]([P:38]([CH3:41])([CH3:40])=[O:39])=[CH:34][CH:33]=2)[N:6]=1)([CH3:4])([CH3:3])[CH3:2]. (4) Given the reactants [F:1][C:2]1[CH:51]=[CH:50][C:5]2[C:6]([CH:9]3[CH2:14][CH2:13][N:12]([CH2:15][CH2:16][C:17]4[C:22](=[O:23])[N:21]5[CH2:24][CH2:25][CH2:26][CH:27]([O:28][CH2:29][CH2:30][CH2:31][CH2:32][CH2:33][C:34]([N:36]6[CH2:41][CH2:40][N:39](C(OC(C)(C)C)=O)[CH2:38][CH2:37]6)=[O:35])[C:20]5=[N:19][C:18]=4[CH3:49])[CH2:11][CH2:10]3)=[N:7][O:8][C:4]=2[CH:3]=1.FC(F)(F)C(O)=O.C(=O)(O)[O-].[Na+], predict the reaction product. The product is: [F:1][C:2]1[CH:51]=[CH:50][C:5]2[C:6]([CH:9]3[CH2:10][CH2:11][N:12]([CH2:15][CH2:16][C:17]4[C:22](=[O:23])[N:21]5[CH2:24][CH2:25][CH2:26][CH:27]([O:28][CH2:29][CH2:30][CH2:31][CH2:32][CH2:33][C:34](=[O:35])[N:36]6[CH2:41][CH2:40][NH:39][CH2:38][CH2:37]6)[C:20]5=[N:19][C:18]=4[CH3:49])[CH2:13][CH2:14]3)=[N:7][O:8][C:4]=2[CH:3]=1. (5) Given the reactants [CH2:1]([O:15][C:16]1[O:20][C:19]([C:21]([OH:23])=[O:22])=[CH:18][CH:17]=1)[CH2:2][CH2:3][CH2:4][CH2:5][CH2:6][CH2:7][CH2:8][CH2:9][CH2:10][CH2:11][CH2:12][CH2:13][CH3:14].C(=O)([O-])[O-].[K+].[K+].Br[CH2:31][C:32]1[O:33][C:34](=[O:38])[O:35][C:36]=1[CH3:37].CCOC(C)=O, predict the reaction product. The product is: [CH2:1]([O:15][C:16]1[O:20][C:19]([C:21]([O:23][CH2:31][C:32]2[O:33][C:34](=[O:38])[O:35][C:36]=2[CH3:37])=[O:22])=[CH:18][CH:17]=1)[CH2:2][CH2:3][CH2:4][CH2:5][CH2:6][CH2:7][CH2:8][CH2:9][CH2:10][CH2:11][CH2:12][CH2:13][CH3:14]. (6) Given the reactants [F:1][C:2]([F:22])([F:21])[C:3]1[CH:8]=[CH:7][C:6]([C:9]2[CH:10]=[CH:11][C:12]3[N:13]([C:15]([C:18](O)=[O:19])=[CH:16][N:17]=3)[CH:14]=2)=[CH:5][CH:4]=1.O[NH:24][C:25]([C:27]1[S:28][C:29]([S:32](=[O:35])(=[O:34])[NH2:33])=[CH:30][CH:31]=1)=[NH:26], predict the reaction product. The product is: [F:21][C:2]([F:1])([F:22])[C:3]1[CH:8]=[CH:7][C:6]([C:9]2[CH:10]=[CH:11][C:12]3[N:13]([C:15]([C:18]4[O:19][N:26]=[C:25]([C:27]5[S:28][C:29]([S:32]([NH2:33])(=[O:35])=[O:34])=[CH:30][CH:31]=5)[N:24]=4)=[CH:16][N:17]=3)[CH:14]=2)=[CH:5][CH:4]=1.